Predict the reaction yield, written as a fraction of the theoretical maximum amount of product (1.0 means a 100% yield; for example, 0.34 means a 34% yield). From a dataset of Reaction yield outcomes from USPTO patents with 853,638 reactions. (1) The reactants are [CH2:1]([O:8][C:9]([C:11]1[CH:12]=[C:13]2[C:18](=[CH:19][CH:20]=1)[N:17]=[C:16]([NH2:21])[CH:15]=[CH:14]2)=[O:10])[C:2]1[CH:7]=[CH:6][CH:5]=[CH:4][CH:3]=1.[C:22]([C:26]1[CH:31]=[CH:30][C:29]([C:32]2[C:33]([C:38](O)=[O:39])=[CH:34][CH:35]=[CH:36][CH:37]=2)=[CH:28][CH:27]=1)([CH3:25])([CH3:24])[CH3:23].Cl.CN(C)CCCN=C=NCC. The catalyst is C(Cl)Cl.CN(C)C1C=CN=CC=1.C([O-])(O)=O.[Na+]. The product is [CH2:1]([O:8][C:9]([C:11]1[CH:12]=[C:13]2[C:18](=[CH:19][CH:20]=1)[N:17]=[C:16]([NH:21][C:38]([C:33]1[C:32]([C:29]3[CH:28]=[CH:27][C:26]([C:22]([CH3:25])([CH3:24])[CH3:23])=[CH:31][CH:30]=3)=[CH:37][CH:36]=[CH:35][CH:34]=1)=[O:39])[CH:15]=[CH:14]2)=[O:10])[C:2]1[CH:3]=[CH:4][CH:5]=[CH:6][CH:7]=1. The yield is 0.790. (2) The reactants are [N:1]1[C:10]2[C:5](=[CH:6][CH:7]=[CH:8][CH:9]=2)[CH:4]=[CH:3][C:2]=1[N:11]1[CH2:14][CH:13]([OH:15])[CH2:12]1.C([O-])([O-])=O.[Cs+].[Cs+].[Br:22][C:23]1[CH:24]=[N:25][CH:26]=[CH:27][C:28]=1Cl. The catalyst is CN(C=O)C.O. The product is [Br:22][C:23]1[CH:24]=[N:25][CH:26]=[CH:27][C:28]=1[O:15][CH:13]1[CH2:12][N:11]([C:2]2[CH:3]=[CH:4][C:5]3[C:10](=[CH:9][CH:8]=[CH:7][CH:6]=3)[N:1]=2)[CH2:14]1. The yield is 0.610. (3) The reactants are O[CH2:2][CH2:3][CH:4]1[S:8][C:7]([C:9]2[NH:10][C:11]3[C:16]([CH:17]=2)=[CH:15][CH:14]=[CH:13][C:12]=3[N:18]([CH3:27])[S:19]([C:22]2[S:23][CH:24]=[CH:25][CH:26]=2)(=[O:21])=[O:20])=[N:6][CH2:5]1.[C:28]1(=[O:34])[NH:32][C:31](=[O:33])[CH2:30][CH2:29]1.C1(P(C2C=CC=CC=2)C2C=CC=CC=2)C=CC=CC=1.N(C(OCC)=O)=NC(OCC)=O. The catalyst is O1CCCC1.C1(C)C=CC=CC=1. The product is [O:34]=[C:28]1[CH2:29][CH2:30][C:31](=[O:33])[N:32]1[CH2:2][CH2:3][CH:4]1[S:8][C:7]([C:9]2[NH:10][C:11]3[C:16]([CH:17]=2)=[CH:15][CH:14]=[CH:13][C:12]=3[N:18]([CH3:27])[S:19]([C:22]2[S:23][CH:24]=[CH:25][CH:26]=2)(=[O:21])=[O:20])=[N:6][CH2:5]1. The yield is 0.300. (4) The reactants are C(NC(C)C)(C)C.C([Li])CCC.[CH3:13][O:14][C:15](=[O:27])[CH2:16][C:17]1[CH:22]=[CH:21][C:20]([Cl:23])=[C:19]([N+:24]([O-:26])=[O:25])[CH:18]=1.I[CH2:29][CH:30]1[CH2:34][CH2:33][CH2:32][CH2:31]1. The catalyst is O1CCCC1.CN1CCCN(C)C1=O. The product is [CH3:13][O:14][C:15](=[O:27])[CH:16]([C:17]1[CH:22]=[CH:21][C:20]([Cl:23])=[C:19]([N+:24]([O-:26])=[O:25])[CH:18]=1)[CH2:29][CH:30]1[CH2:34][CH2:33][CH2:32][CH2:31]1. The yield is 0.320. (5) The reactants are Cl[CH2:2][CH2:3][N:4]1[CH:8]=[CH:7][C:6]([C:9]2[N:17]3[C:12]([CH:13]=[CH:14][CH:15]=[CH:16]3)=[CH:11][C:10]=2[C:18]([O:20][CH2:21][CH3:22])=[O:19])=[N:5]1.C(#N)C.C([O-])([O-])=O.[K+].[K+].[CH3:32][NH:33][CH3:34].C1COCC1. The catalyst is C(OCC)(=O)C. The product is [CH3:32][N:33]([CH3:34])[CH2:2][CH2:3][N:4]1[CH:8]=[CH:7][C:6]([C:9]2[N:17]3[C:12]([CH:13]=[CH:14][CH:15]=[CH:16]3)=[CH:11][C:10]=2[C:18]([O:20][CH2:21][CH3:22])=[O:19])=[N:5]1. The yield is 0.700. (6) The yield is 0.250. The catalyst is C(Cl)Cl. The reactants are [F:1][C:2]1[CH:11]=[CH:10][C:9]([CH2:12][NH:13][CH2:14][CH2:15][CH2:16][CH2:17][CH2:18][CH3:19])=[CH:8][C:3]=1[C:4]([O:6][CH3:7])=[O:5].[Br:20][C:21]1[CH:26]=[CH:25][C:24]([S:27](Cl)(=[O:29])=[O:28])=[CH:23][CH:22]=1.C([O-])(O)=O.[Na+]. The product is [Br:20][C:21]1[CH:26]=[CH:25][C:24]([S:27]([N:13]([CH2:12][C:9]2[CH:10]=[CH:11][C:2]([F:1])=[C:3]([CH:8]=2)[C:4]([O:6][CH3:7])=[O:5])[CH2:14][CH2:15][CH2:16][CH2:17][CH2:18][CH3:19])(=[O:29])=[O:28])=[CH:23][CH:22]=1. (7) The reactants are [Cl:1][C:2]1[CH:3]=[C:4]([CH:22]=[CH:23][C:24]=1[Cl:25])[CH2:5][C:6]1[N:7]=[C:8]([N:16]2[CH2:21][CH2:20][O:19][CH2:18][CH2:17]2)[S:9][C:10]=1[C:11](OCC)=[O:12].[H-].[H-].[H-].[H-].[Li+].[Al+3]. The catalyst is C1COCC1. The product is [Cl:1][C:2]1[CH:3]=[C:4]([CH:22]=[CH:23][C:24]=1[Cl:25])[CH2:5][C:6]1[N:7]=[C:8]([N:16]2[CH2:17][CH2:18][O:19][CH2:20][CH2:21]2)[S:9][C:10]=1[CH2:11][OH:12]. The yield is 0.650.